Dataset: M1 muscarinic receptor agonist screen with 61,833 compounds. Task: Binary Classification. Given a drug SMILES string, predict its activity (active/inactive) in a high-throughput screening assay against a specified biological target. (1) The molecule is O=C(NCc1ccccc1)Cn1nc(nn1)c1c(n2nnnc2)cccc1. The result is 0 (inactive). (2) The molecule is O1c2c(OCC1)ccc(C(=O)CNC1=NCCC1)c2. The result is 0 (inactive). (3) The molecule is O(Cn1c2[nH]c(nc(=O)c2nc1)N)CCO. The result is 0 (inactive). (4) The molecule is S(c1n(N)c(nn1)C1CCCCC1)CC(=O)c1[nH]c(c(c1C)C(=O)C)C. The result is 0 (inactive). (5) The compound is O(C(=O)N1CCC(Nc2nc(N(CCC)CCC)nc(OC)n2)CC1)CC. The result is 0 (inactive). (6) The molecule is S(=O)(=O)(N1CCC(CC1)C(=O)N1CCN(C2CCCCC2)CC1)c1c2ncccc2ccc1. The result is 0 (inactive).